Dataset: Reaction yield outcomes from USPTO patents with 853,638 reactions. Task: Predict the reaction yield, written as a fraction of the theoretical maximum amount of product (1.0 means a 100% yield; for example, 0.34 means a 34% yield). (1) The reactants are Br[C:2]1[C:7]2[N:8]3[CH2:15][CH2:14][CH2:13][CH2:12][N:11]([C:16]4[CH:21]=[CH:20][C:19]([Cl:22])=[CH:18][C:17]=4[Cl:23])[C:9]3=[N:10][C:6]=2[CH:5]=[CH:4][CH:3]=1.C([Li])CCC.[CH:29](=[O:32])[CH2:30][CH3:31]. The yield is 0.190. The product is [Cl:23][C:17]1[CH:18]=[C:19]([Cl:22])[CH:20]=[CH:21][C:16]=1[N:11]1[C:9]2=[N:10][C:6]3[CH:5]=[CH:4][CH:3]=[C:2]([CH:29]([OH:32])[CH2:30][CH3:31])[C:7]=3[N:8]2[CH2:15][CH2:14][CH2:13][CH2:12]1. The catalyst is O1CCCC1.[Cl-].[NH4+]. (2) The reactants are O=C[C@@H]([C@H]([C@@H]([C@@H](CO)O)O)O)O.C1C=[N+]([C@@H]2O[C@H](COP(OP(OC[C@H]3O[C@@H](N4C5N=CN=C(N)C=5N=C4)[C@H](OP(O)(O)=O)[C@@H]3O)(O)=O)(O)=O)[C@@H](O)[C@H]2O)C=C(C(N)=O)C=1.[Cl:61][CH2:62][C:63](=[O:80])[C@@H:64]([NH:72][C:73]([O:75][C:76]([CH3:79])([CH3:78])[CH3:77])=[O:74])[CH2:65][C:66]1[CH:71]=[CH:70][CH:69]=[CH:68][CH:67]=1.[OH-].[Na+]. No catalyst specified. The product is [Cl:61][CH2:62][C@H:63]([OH:80])[C@@H:64]([NH:72][C:73]([O:75][C:76]([CH3:78])([CH3:77])[CH3:79])=[O:74])[CH2:65][C:66]1[CH:71]=[CH:70][CH:69]=[CH:68][CH:67]=1. The yield is 0.863. (3) The reactants are [C:1](Cl)(=[O:4])[CH2:2][CH3:3].OC(C(F)(F)F)=O.[NH2:13][C:14]1[S:18][C:17]([C:19]2[CH:24]=[CH:23][N:22]=[C:21]([NH:25][C:26]3[CH:27]=[C:28]([CH3:32])[CH:29]=[CH:30][CH:31]=3)[N:20]=2)=[CH:16][CH:15]=1.N1C=CC=CC=1. The catalyst is C(Cl)Cl.CS(C)=O. The product is [C:28]1([CH3:32])[CH:29]=[CH:30][CH:31]=[C:26]([NH:25][C:21]2[N:20]=[C:19]([C:17]3[S:18][C:14]([NH:13][C:1](=[O:4])[CH2:2][CH3:3])=[CH:15][CH:16]=3)[CH:24]=[CH:23][N:22]=2)[CH:27]=1. The yield is 0.396. (4) The yield is 0.0600. The product is [CH2:28]([N:20]([CH2:19][C:17]1[N:18]=[C:13]2[S:12][C:11]([CH3:31])=[C:10]([C@@H:8]3[CH2:9][C@H:7]3[CH2:6][F:32])[N:14]2[C:15](=[O:30])[CH:16]=1)[C:21]1[CH:26]=[CH:25][C:24]([F:27])=[CH:23][CH:22]=1)[CH3:29]. The reactants are CS(O[CH2:6][CH:7]1[CH2:9][CH:8]1[C:10]1[N:14]2[C:15](=[O:30])[CH:16]=[C:17]([CH2:19][N:20]([CH2:28][CH3:29])[C:21]3[CH:26]=[CH:25][C:24]([F:27])=[CH:23][CH:22]=3)[N:18]=[C:13]2[S:12][C:11]=1[CH3:31])(=O)=O.[F-:32].[Cs+]. The catalyst is CC(O)C. (5) The reactants are [Cl:1][C:2]1[CH:7]=[CH:6][C:5]([CH2:8][CH2:9][OH:10])=[CH:4][CH:3]=1.[H-].[Na+].Br[C:14]1[C:15]2[C:22]([CH3:23])=[CH:21][S:20][C:16]=2[N:17]=[CH:18][N:19]=1. The catalyst is C1COCC1. The product is [Cl:1][C:2]1[CH:7]=[CH:6][C:5]([CH2:8][CH2:9][O:10][C:14]2[C:15]3[C:22]([CH3:23])=[CH:21][S:20][C:16]=3[N:17]=[CH:18][N:19]=2)=[CH:4][CH:3]=1. The yield is 0.740. (6) The catalyst is C1COCC1.CN(C1C=CN=CC=1)C. The product is [CH3:1][O:2][C:3]1[CH:4]=[C:5]2[C:10](=[CH:11][C:12]=1[O:13][CH3:14])[N:9]=[CH:8][N:7]=[C:6]2[S:15][C:16]1[CH:17]=[C:18]([NH:19][C:32]([NH:31][C:29]2[N:28]([C:41]3[CH:42]=[CH:43][CH:44]=[CH:45][CH:46]=3)[N:27]=[C:26]([CH:23]([CH3:25])[CH3:24])[CH:30]=2)=[O:33])[CH:20]=[CH:21][CH:22]=1. The reactants are [CH3:1][O:2][C:3]1[CH:4]=[C:5]2[C:10](=[CH:11][C:12]=1[O:13][CH3:14])[N:9]=[CH:8][N:7]=[C:6]2[S:15][C:16]1[CH:17]=[C:18]([CH:20]=[CH:21][CH:22]=1)[NH2:19].[CH:23]([C:26]1[CH:30]=[C:29]([NH:31][C:32](=O)[O:33]C2C=CC=CC=2)[N:28]([C:41]2[CH:46]=[CH:45][CH:44]=[CH:43][CH:42]=2)[N:27]=1)([CH3:25])[CH3:24]. The yield is 0.710. (7) The reactants are [CH:1]1([CH2:6][CH:7]([C:16]2[CH:21]=[CH:20][C:19]([S:22][CH3:23])=[CH:18][CH:17]=2)[C:8]([NH:10][C:11]2[S:12][CH:13]=[CH:14][N:15]=2)=[O:9])[CH2:5][CH2:4][CH2:3][CH2:2]1.ClC1C=C(C=CC=1)C(OO)=[O:29]. The yield is 0.320. The product is [CH:1]1([CH2:6][CH:7]([C:16]2[CH:17]=[CH:18][C:19]([S:22]([CH3:23])=[O:29])=[CH:20][CH:21]=2)[C:8]([NH:10][C:11]2[S:12][CH:13]=[CH:14][N:15]=2)=[O:9])[CH2:5][CH2:4][CH2:3][CH2:2]1. The catalyst is C(Cl)Cl. (8) The reactants are [NH2:1][C:2]1[S:3][CH:4]=[CH:5][N:6]=1.CO[CH:9]1[CH2:13][CH2:12][CH:11](OC)O1.O.C(=O)([O-])[O-].[Na+].[Na+]. The catalyst is C(O)(=O)C. The product is [N:1]1([C:2]2[S:3][CH:4]=[CH:5][N:6]=2)[CH:9]=[CH:13][CH:12]=[CH:11]1. The yield is 0.680. (9) The reactants are C([O:3][C:4](=O)[C:5]1[CH:10]=[CH:9][C:8]([C:11]2[N:12]([CH3:28])[O:13][C:14]([C:20]3[CH:25]=[C:24]([Cl:26])[CH:23]=[C:22]([Cl:27])[CH:21]=3)([C:16]([F:19])([F:18])[F:17])[CH:15]=2)=[CH:7][C:6]=1[CH3:29])C.[BH4-].[Na+].CO.Cl. The catalyst is O1CCCC1.C(OCC)C. The product is [Cl:27][C:22]1[CH:21]=[C:20]([C:14]2([C:16]([F:18])([F:17])[F:19])[O:13][N:12]([CH3:28])[C:11]([C:8]3[CH:9]=[CH:10][C:5]([CH2:4][OH:3])=[C:6]([CH3:29])[CH:7]=3)=[CH:15]2)[CH:25]=[C:24]([Cl:26])[CH:23]=1. The yield is 0.980.